Dataset: Forward reaction prediction with 1.9M reactions from USPTO patents (1976-2016). Task: Predict the product of the given reaction. Given the reactants [CH3:1][NH:2][C:3]([C:5]1[CH:6]=[C:7]2[C:12](=[CH:13][C:14]=1[O:15][CH3:16])[N:11]=[CH:10][CH:9]=[C:8]2[O:17][C:18]1[CH:23]=[CH:22][C:21]([Cl:24])=[C:20]([NH2:25])[CH:19]=1)=[O:4].[N:26]1[CH:31]=C[CH:29]=[CH:28][CH:27]=1.ClC(OC1C=CC=CC=1)=[O:34].C1(N)CC1, predict the reaction product. The product is: [CH3:1][NH:2][C:3]([C:5]1[CH:6]=[C:7]2[C:12](=[CH:13][C:14]=1[O:15][CH3:16])[N:11]=[CH:10][CH:9]=[C:8]2[O:17][C:18]1[CH:23]=[CH:22][C:21]([Cl:24])=[C:20]([NH:25][C:31]([NH:26][CH:27]2[CH2:29][CH2:28]2)=[O:34])[CH:19]=1)=[O:4].